This data is from Catalyst prediction with 721,799 reactions and 888 catalyst types from USPTO. The task is: Predict which catalyst facilitates the given reaction. (1) Reactant: [CH2:1]([N:8]1[CH2:13][CH2:12][C:11](=[O:14])[CH2:10][CH2:9]1)[C:2]1[CH:7]=[CH:6][CH:5]=[CH:4][CH:3]=1.[CH2:15]([Mg]Br)[CH3:16].[NH4+].[Cl-]. Product: [CH2:1]([N:8]1[CH2:13][CH2:12][C:11]([CH2:15][CH3:16])([OH:14])[CH2:10][CH2:9]1)[C:2]1[CH:3]=[CH:4][CH:5]=[CH:6][CH:7]=1. The catalyst class is: 1. (2) Reactant: C[O:2][C:3](=[O:23])[C@@H:4]([N:9]1[CH2:17][C:16]2[C:11](=[CH:12][CH:13]=[CH:14][C:15]=2[C:18]([F:21])([F:20])[F:19])[C:10]1=[O:22])[CH2:5][CH:6]([CH3:8])[CH3:7].O.[OH-].[Li+]. Product: [CH3:7][CH:6]([CH3:8])[CH2:5][C@H:4]([N:9]1[CH2:17][C:16]2[C:11](=[CH:12][CH:13]=[CH:14][C:15]=2[C:18]([F:21])([F:19])[F:20])[C:10]1=[O:22])[C:3]([OH:23])=[O:2]. The catalyst class is: 30. (3) Reactant: [CH3:1][O:2][C:3]1[CH:16]=[CH:15][C:6]([CH2:7][C:8]2[CH:9]=[C:10](Br)[CH:11]=[CH:12][CH:13]=2)=[CH:5][CH:4]=1.C([Li])CCC.[CH2:22]([O:29][CH:30]1[CH:35]([O:36][CH2:37][C:38]2[CH:43]=[CH:42][CH:41]=[CH:40][CH:39]=2)[CH:34]([O:44][CH2:45][C:46]2[CH:51]=[CH:50][CH:49]=[CH:48][CH:47]=2)[CH:33]([CH2:52][O:53][CH2:54][C:55]2[CH:60]=[CH:59][CH:58]=[CH:57][CH:56]=2)[CH2:32][C:31]1=[O:61])[C:23]1[CH:28]=[CH:27][CH:26]=[CH:25][CH:24]=1.[Cl-].[NH4+]. Product: [CH2:22]([O:29][C@@H:30]1[C@@H:35]([O:36][CH2:37][C:38]2[CH:43]=[CH:42][CH:41]=[CH:40][CH:39]=2)[C@H:34]([O:44][CH2:45][C:46]2[CH:51]=[CH:50][CH:49]=[CH:48][CH:47]=2)[C@@H:33]([CH2:52][O:53][CH2:54][C:55]2[CH:56]=[CH:57][CH:58]=[CH:59][CH:60]=2)[CH2:32][C:31]1([C:10]1[CH:11]=[CH:12][CH:13]=[C:8]([CH2:7][C:6]2[CH:15]=[CH:16][C:3]([O:2][CH3:1])=[CH:4][CH:5]=2)[CH:9]=1)[OH:61])[C:23]1[CH:28]=[CH:27][CH:26]=[CH:25][CH:24]=1. The catalyst class is: 1. (4) Reactant: [Cl:1][C:2]1[C:3]2[CH:10]=[CH:9][NH:8][C:4]=2[N:5]=[CH:6][N:7]=1.[CH3:11][Si:12]([CH2:15][CH2:16][O:17][CH2:18]Cl)([CH3:14])[CH3:13].[H-].[Na+]. Product: [Cl:1][C:2]1[C:3]2[CH:10]=[CH:9][N:8]([CH2:18][O:17][CH2:16][CH2:15][Si:12]([CH3:14])([CH3:13])[CH3:11])[C:4]=2[N:5]=[CH:6][N:7]=1. The catalyst class is: 3. (5) Reactant: [C:1]([O:5][C:6]([N:8]1[CH2:13][C@H:12]([CH2:14][OH:15])[NH:11][CH2:10][C@H:9]1[CH3:16])=[O:7])([CH3:4])([CH3:3])[CH3:2].[CH3:17][O:18][C:19]1[CH:26]=[C:25]([O:27][CH3:28])[CH:24]=[CH:23][C:20]=1[CH:21]=O.C(O[BH-](OC(=O)C)OC(=O)C)(=O)C.[Na+].C([O-])(O)=O.[Na+]. Product: [C:1]([O:5][C:6]([N:8]1[CH2:13][C@H:12]([CH2:14][OH:15])[N:11]([CH2:21][C:20]2[CH:23]=[CH:24][C:25]([O:27][CH3:28])=[CH:26][C:19]=2[O:18][CH3:17])[CH2:10][C@H:9]1[CH3:16])=[O:7])([CH3:4])([CH3:3])[CH3:2]. The catalyst class is: 26. (6) Reactant: Cl[CH2:2][CH2:3][CH2:4][CH2:5][CH2:6][CH2:7][C:8]#[C:9][CH2:10][CH2:11][CH2:12][CH3:13].[I-:14].[K+].[N:16]1[CH:21]=[CH:20][CH:19]=[CH:18][C:17]=1[CH3:22]. Product: [I-:14].[CH2:2]([N+:16]1[CH:21]=[CH:20][CH:19]=[CH:18][C:17]=1[CH3:22])[CH2:3][CH2:4][CH2:5][CH2:6][CH2:7][C:8]#[C:9][CH2:10][CH2:11][CH2:12][CH3:13]. The catalyst class is: 131. (7) Reactant: [CH3:1][C:2]1[O:6][N:5]=[C:4]([C:7]2[CH:12]=[CH:11][CH:10]=[CH:9][CH:8]=2)[C:3]=1[CH2:13][OH:14].[H-].[Na+].Cl[C:18]1[N:19]=[N:20][C:21]([N:24]2[C:28]([CH3:29])=[CH:27][C:26]([CH3:30])=[N:25]2)=[CH:22][CH:23]=1. Product: [CH3:30][C:26]1[CH:27]=[C:28]([CH3:29])[N:24]([C:21]2[N:20]=[N:19][C:18]([O:14][CH2:13][C:3]3[C:4]([C:7]4[CH:12]=[CH:11][CH:10]=[CH:9][CH:8]=4)=[N:5][O:6][C:2]=3[CH3:1])=[CH:23][CH:22]=2)[N:25]=1. The catalyst class is: 3. (8) Reactant: [F:1][C:2]1[CH:3]=[C:4]([C:17]2[CH:22]=[C:21]([F:23])[CH:20]=[CH:19][C:18]=2[O:24]C)[CH:5]=[CH:6][C:7]=1[S:8]([C:11]1[CH:16]=[CH:15][CH:14]=[CH:13][CH:12]=1)(=[O:10])=[O:9].B(Br)(Br)Br. Product: [F:1][C:2]1[CH:3]=[C:4]([C:17]2[C:18]([OH:24])=[CH:19][CH:20]=[C:21]([F:23])[CH:22]=2)[CH:5]=[CH:6][C:7]=1[S:8]([C:11]1[CH:12]=[CH:13][CH:14]=[CH:15][CH:16]=1)(=[O:10])=[O:9]. The catalyst class is: 2. (9) Reactant: Cl.[F:2][C:3]1[CH:25]=[CH:24][C:6]([C:7]([NH:9][C:10]2[CH:15]=[CH:14][CH:13]=[C:12]([O:16][CH:17]3[CH2:22][CH2:21][N:20](C)[CH2:19][CH2:18]3)[N:11]=2)=[O:8])=[CH:5][CH:4]=1.[Cl:26]CCCl.ClC(OC(Cl)C)=O.[Cl-].[NH4+]. Product: [ClH:26].[F:2][C:3]1[CH:4]=[CH:5][C:6]([C:7]([NH:9][C:10]2[CH:15]=[CH:14][CH:13]=[C:12]([O:16][CH:17]3[CH2:18][CH2:19][NH:20][CH2:21][CH2:22]3)[N:11]=2)=[O:8])=[CH:24][CH:25]=1. The catalyst class is: 5.